From a dataset of Full USPTO retrosynthesis dataset with 1.9M reactions from patents (1976-2016). Predict the reactants needed to synthesize the given product. (1) Given the product [CH2:3]([N:5]([C:9]1[CH:28]=[CH:27][C:12]2[N:13]([CH2:20][CH:21]3[CH2:22][CH2:23][O:24][CH2:25][CH2:26]3)[C:14]([C:16]([O:19][CH3:30])([CH3:18])[CH3:17])=[N:15][C:11]=2[CH:10]=1)[C:6](=[O:8])[CH3:7])[CH3:4], predict the reactants needed to synthesize it. The reactants are: [H-].[Na+].[CH2:3]([N:5]([C:9]1[CH:28]=[CH:27][C:12]2[N:13]([CH2:20][CH:21]3[CH2:26][CH2:25][O:24][CH2:23][CH2:22]3)[C:14]([C:16]([OH:19])([CH3:18])[CH3:17])=[N:15][C:11]=2[CH:10]=1)[C:6](=[O:8])[CH3:7])[CH3:4].I[CH2:30]C. (2) Given the product [Br:1][C:2]1[N:7]=[CH:6][C:5]([CH:8]([OH:14])[CH2:9][OH:10])=[CH:4][CH:3]=1, predict the reactants needed to synthesize it. The reactants are: [Br:1][C:2]1[N:7]=[CH:6][C:5]([C:8](=[O:14])[C:9](OCC)=[O:10])=[CH:4][CH:3]=1.[BH4-].[Na+]. (3) Given the product [Si:1]([O:8][CH2:9][CH2:10][CH:11]1[C:16]2[S:17][C:18]([C:21]([NH2:23])=[O:22])=[C:19]([F:43])[C:15]=2[CH2:14][CH2:13][O:12]1)([C:4]([CH3:7])([CH3:6])[CH3:5])([CH3:3])[CH3:2], predict the reactants needed to synthesize it. The reactants are: [Si:1]([O:8][CH2:9][CH2:10][CH:11]1[C:16]2[S:17][C:18]([C:21]([NH2:23])=[O:22])=[C:19](Cl)[C:15]=2[CH2:14][CH2:13][O:12]1)([C:4]([CH3:7])([CH3:6])[CH3:5])([CH3:3])[CH3:2].[Si](OCCC1C2SC(C(O)=O)=C([F:43])C=2CCO1)(C(C)(C)C)(C)C. (4) Given the product [NH2:1][C:2]1[CH:10]=[CH:9][C:8]([OH:11])=[CH:7][C:3]=1[C:4]([N:28]1[CH2:29][CH2:30][CH:25]([N:21]2[CH2:22][CH2:23][CH2:24][C:18]3([C:17](=[O:31])[O:16][C:15]([CH3:14])([CH3:32])[CH2:19]3)[CH2:20]2)[CH2:26][CH2:27]1)=[O:6], predict the reactants needed to synthesize it. The reactants are: [NH2:1][C:2]1[CH:10]=[CH:9][C:8]([OH:11])=[CH:7][C:3]=1[C:4]([OH:6])=O.Cl.Cl.[CH3:14][C:15]1([CH3:32])[CH2:19][C:18]2([CH2:24][CH2:23][CH2:22][N:21]([CH:25]3[CH2:30][CH2:29][NH:28][CH2:27][CH2:26]3)[CH2:20]2)[C:17](=[O:31])[O:16]1.C(OC(C)C)(C)C. (5) Given the product [CH3:30][C:29]1[S:31][CH:2]=[C:3]([C:5]2[CH:25]=[CH:24][C:8]([O:9][CH2:10][CH2:11][CH2:12][CH2:13][CH2:14][O:15][C:16]3[CH:23]=[CH:22][C:19]([C:20]#[N:21])=[CH:18][CH:17]=3)=[CH:7][CH:6]=2)[N:32]=1, predict the reactants needed to synthesize it. The reactants are: Br[CH2:2][C:3]([C:5]1[CH:25]=[CH:24][C:8]([O:9][CH2:10][CH2:11][CH2:12][CH2:13][CH2:14][O:15][C:16]2[CH:23]=[CH:22][C:19]([C:20]#[N:21])=[CH:18][CH:17]=2)=[CH:7][CH:6]=1)=O.C(O)C.[C:29]([NH2:32])(=[S:31])[CH3:30]. (6) Given the product [C:1]([O:5][C:6](=[O:7])[NH:8][C:9]1[CH:10]=[CH:11][C:12]([NH:15][C:26](=[O:27])[C:25]2[CH:29]=[CH:30][CH:31]=[CH:32][C:24]=2[F:23])=[CH:13][CH:14]=1)([CH3:4])([CH3:2])[CH3:3], predict the reactants needed to synthesize it. The reactants are: [C:1]([O:5][C:6]([NH:8][C:9]1[CH:14]=[CH:13][C:12]([NH2:15])=[CH:11][CH:10]=1)=[O:7])([CH3:4])([CH3:3])[CH3:2].C(N(CC)CC)C.[F:23][C:24]1[CH:32]=[CH:31][CH:30]=[CH:29][C:25]=1[C:26](Cl)=[O:27]. (7) Given the product [OH:17][C:18]1[C:23]([CH3:24])=[C:22]([O:25][CH2:2][CH2:3][CH2:4][CH2:5][N:6]2[CH:10]=[CH:9][N:8]=[C:7]2[C:11]2[CH:16]=[CH:15][CH:14]=[CH:13][CH:12]=2)[CH:21]=[CH:20][C:19]=1[C:26](=[O:31])[CH2:27][CH:28]([CH3:29])[CH3:30], predict the reactants needed to synthesize it. The reactants are: Br[CH2:2][CH2:3][CH2:4][CH2:5][N:6]1[CH:10]=[CH:9][N:8]=[C:7]1[C:11]1[CH:16]=[CH:15][CH:14]=[CH:13][CH:12]=1.[OH:17][C:18]1[C:23]([CH3:24])=[C:22]([OH:25])[CH:21]=[CH:20][C:19]=1[C:26](=[O:31])[CH2:27][CH:28]([CH3:30])[CH3:29]. (8) The reactants are: [CH3:1][S:2][CH2:3][CH2:4][O:5][CH2:6][C:7]1[CH:15]=[CH:14][CH:13]=[C:12]2[C:8]=1[CH:9]=[CH:10][N:11]2[C:16]1[CH:21]=[CH:20][N:19]=[C:18](SC)[N:17]=1.C1C=C(Cl)C=C(C(OO)=O)C=1.[NH2:35][CH:36]1[CH2:41][CH2:40][CH:39]([N:42]([CH3:47])[S:43]([CH3:46])(=[O:45])=[O:44])[CH2:38][CH2:37]1.CCN(C(C)C)C(C)C. Given the product [CH3:47][N:42]([CH:39]1[CH2:40][CH2:41][CH:36]([NH:35][C:18]2[N:17]=[C:16]([N:11]3[C:12]4[C:8](=[C:7]([CH2:6][O:5][CH2:4][CH2:3][S:2][CH3:1])[CH:15]=[CH:14][CH:13]=4)[CH:9]=[CH:10]3)[CH:21]=[CH:20][N:19]=2)[CH2:37][CH2:38]1)[S:43]([CH3:46])(=[O:44])=[O:45], predict the reactants needed to synthesize it. (9) Given the product [CH2:20]([O:27][C:28]1[CH:51]=[C:50]([Cl:52])[C:31]([CH2:32][C@@H:33]2[CH2:37][CH2:36][N:35]([C@H:38]3[CH2:43][CH2:42][C@@H:41]([F:18])[CH2:40][CH2:39]3)[C:34]2=[O:49])=[C:30]([Cl:53])[CH:29]=1)[C:21]1[CH:26]=[CH:25][CH:24]=[CH:23][CH:22]=1, predict the reactants needed to synthesize it. The reactants are: CCCC[N+](CCCC)(CCCC)CCCC.[F-:18].O.[CH2:20]([O:27][C:28]1[CH:51]=[C:50]([Cl:52])[C:31]([CH2:32][C@@H:33]2[CH2:37][CH2:36][N:35]([C@H:38]3[CH2:43][CH2:42][C@H:41](OS(C)(=O)=O)[CH2:40][CH2:39]3)[C:34]2=[O:49])=[C:30]([Cl:53])[CH:29]=1)[C:21]1[CH:26]=[CH:25][CH:24]=[CH:23][CH:22]=1.